Task: Predict the product of the given reaction.. Dataset: Forward reaction prediction with 1.9M reactions from USPTO patents (1976-2016) (1) Given the reactants [CH2:1]([O:3][C:4](=[O:13])[CH:5]([CH2:10][CH:11]=[CH2:12])[CH2:6][C:7](C)=C)[CH3:2], predict the reaction product. The product is: [CH2:1]([O:3][C:4]([CH:5]1[CH2:6][CH:7]=[C:11]([CH3:12])[CH2:10]1)=[O:13])[CH3:2]. (2) Given the reactants [OH:1][C:2]1[CH:3]=[C:4]2[C:9](=[CH:10][CH:11]=1)[CH2:8][NH:7][CH:6]([C:12]([OH:14])=[O:13])[CH2:5]2.S(Cl)(Cl)=O.[CH3:19]O, predict the reaction product. The product is: [OH:1][C:2]1[CH:3]=[C:4]2[C:9](=[CH:10][CH:11]=1)[CH:8]=[N:7][C:6]([C:12]([O:14][CH3:19])=[O:13])=[CH:5]2. (3) Given the reactants [H-].[Na+].[CH:3]([OH:6])([CH3:5])[CH3:4].F[C:8]1[CH:13]=[CH:12][C:11]([S:14]([NH:17][CH3:18])(=[O:16])=[O:15])=[CH:10][C:9]=1[N+:19]([O-:21])=[O:20].CCOC(C)=O, predict the reaction product. The product is: [CH3:18][NH:17][S:14]([C:11]1[CH:12]=[CH:13][C:8]([O:6][CH:3]([CH3:5])[CH3:4])=[C:9]([N+:19]([O-:21])=[O:20])[CH:10]=1)(=[O:16])=[O:15]. (4) The product is: [CH2:36]([O:38][C:39](=[O:40])[CH:41]=[CH:42][C:43]1[CH:48]=[CH:47][C:46]([C:2]2[CH:35]=[CH:34][C:5]([CH2:6][C:7]3[N:8]([C:20]4[CH:21]=[CH:22][C:23]([N:26]5[CH2:27][C:28](=[O:33])[NH:29][S:30]5(=[O:31])=[O:32])=[CH:24][CH:25]=4)[CH:9]=[C:10]([C:12]4[CH:17]=[CH:16][C:15]([Cl:18])=[CH:14][C:13]=4[Cl:19])[N:11]=3)=[CH:4][CH:3]=2)=[CH:45][CH:44]=1)[CH3:37]. Given the reactants Br[C:2]1[CH:35]=[CH:34][C:5]([CH2:6][C:7]2[N:8]([C:20]3[CH:25]=[CH:24][C:23]([N:26]4[S:30](=[O:32])(=[O:31])[NH:29][C:28](=[O:33])[CH2:27]4)=[CH:22][CH:21]=3)[CH:9]=[C:10]([C:12]3[CH:17]=[CH:16][C:15]([Cl:18])=[CH:14][C:13]=3[Cl:19])[N:11]=2)=[CH:4][CH:3]=1.[CH2:36]([O:38][C:39]([CH:41]=[CH:42][C:43]1[CH:48]=[CH:47][C:46](B(O)O)=[CH:45][CH:44]=1)=[O:40])[CH3:37], predict the reaction product.